From a dataset of Forward reaction prediction with 1.9M reactions from USPTO patents (1976-2016). Predict the product of the given reaction. (1) Given the reactants [OH:1][C:2]1[CH:7]=[C:6]([CH3:8])[C:5]([NH:9][CH:10]=[O:11])=[C:4]([CH3:12])[C:3]=1[CH3:13].Br[CH2:15][C:16]([CH3:24])=[CH:17][C:18]1[CH:23]=[CH:22][CH:21]=[CH:20][CH:19]=1, predict the reaction product. The product is: [CH3:12][C:4]1[C:3]([CH3:13])=[C:2]([O:1][CH2:15][C:16]([CH3:24])=[CH:17][C:18]2[CH:23]=[CH:22][CH:21]=[CH:20][CH:19]=2)[CH:7]=[C:6]([CH3:8])[C:5]=1[NH:9][CH:10]=[O:11]. (2) Given the reactants [OH:1][C:2]1[CH:7]=[CH:6][C:5]([C:8]2[N:9]=[C:10]3[CH:15]=[CH:14][C:13]([O:16][CH3:17])=[CH:12][N:11]3[CH:18]=2)=[CH:4][C:3]=1[I:19].C(=O)([O-])[O-].[K+].[K+].[F:26][CH2:27][CH2:28]OS(C1C=CC(C)=CC=1)(=O)=O.[Cl-].[NH4+], predict the reaction product. The product is: [F:26][CH2:27][CH2:28][O:1][C:2]1[CH:7]=[CH:6][C:5]([C:8]2[N:9]=[C:10]3[CH:15]=[CH:14][C:13]([O:16][CH3:17])=[CH:12][N:11]3[CH:18]=2)=[CH:4][C:3]=1[I:19]. (3) Given the reactants [C:1]([Br:5])(Br)(Br)[Br:2].C1(P(C2C=CC=CC=2)C2C=CC=CC=2)C=CC=CC=1.[CH2:25]([CH:31]([CH2:34][CH2:35][CH2:36][CH2:37][CH2:38][CH2:39][CH2:40][CH3:41])[CH:32]=O)[CH2:26][CH2:27][CH2:28][CH2:29][CH3:30].O, predict the reaction product. The product is: [Br:2][C:1]([Br:5])=[CH:32][CH:31]([CH2:34][CH2:35][CH2:36][CH2:37][CH2:38][CH2:39][CH2:40][CH3:41])[CH2:25][CH2:26][CH2:27][CH2:28][CH2:29][CH3:30]. (4) Given the reactants [Br:1][C:2]1[CH:3]=[C:4]2[C:8](=[CH:9][CH:10]=1)[NH:7][CH:6]=[C:5]2/[C:11](/[C:23]#[N:24])=[CH:12]/[C:13]1[CH:14]=[C:15]([CH:18]=[CH:19][C:20]=1[O:21][CH3:22])[C:16]#[N:17].[C:25]([O:29][C:30](O[C:30]([O:29][C:25]([CH3:28])([CH3:27])[CH3:26])=[O:31])=[O:31])([CH3:28])([CH3:27])[CH3:26], predict the reaction product. The product is: [Br:1][C:2]1[CH:3]=[C:4]2[C:8](=[CH:9][CH:10]=1)[N:7]([C:30]([O:29][C:25]([CH3:28])([CH3:27])[CH3:26])=[O:31])[CH:6]=[C:5]2/[C:11](/[C:23]#[N:24])=[CH:12]/[C:13]1[CH:14]=[C:15]([C:16]#[N:17])[CH:18]=[CH:19][C:20]=1[O:21][CH3:22]. (5) Given the reactants Cl[C:2]1[C:12]([O:13][CH2:14][CH2:15][CH2:16][C:17]([O:19][CH3:20])=[O:18])=[CH:11][C:5]([C:6]([O:8][CH2:9][CH3:10])=[O:7])=[C:4]([CH3:21])[N:3]=1.Cl.[CH2:23]([S:30]([NH:33][C:34]([CH:36]1[CH2:41][CH2:40][NH:39][CH2:38][CH2:37]1)=[O:35])(=[O:32])=[O:31])[C:24]1[CH:29]=[CH:28][CH:27]=[CH:26][CH:25]=1.CCN(C(C)C)C(C)C.[NH4+].[Cl-], predict the reaction product. The product is: [CH2:23]([S:30]([NH:33][C:34]([CH:36]1[CH2:41][CH2:40][N:39]([C:2]2[C:12]([O:13][CH2:14][CH2:15][CH2:16][C:17]([O:19][CH3:20])=[O:18])=[CH:11][C:5]([C:6]([O:8][CH2:9][CH3:10])=[O:7])=[C:4]([CH3:21])[N:3]=2)[CH2:38][CH2:37]1)=[O:35])(=[O:31])=[O:32])[C:24]1[CH:25]=[CH:26][CH:27]=[CH:28][CH:29]=1. (6) The product is: [NH2:16][C:14]1[N:15]=[C:10]([CH2:9][OH:8])[C:11]([C:18]2[CH:19]=[CH:20][C:21]([NH2:24])=[CH:22][CH:23]=2)=[C:12]([NH2:17])[N:13]=1. Given the reactants C([O:8][CH2:9][C:10]1[N:15]=[C:14]([NH2:16])[N:13]=[C:12]([NH2:17])[C:11]=1[C:18]1[CH:23]=[CH:22][C:21]([N+:24]([O-])=O)=[CH:20][CH:19]=1)C1C=CC=CC=1.Cl, predict the reaction product.